Dataset: Forward reaction prediction with 1.9M reactions from USPTO patents (1976-2016). Task: Predict the product of the given reaction. (1) Given the reactants [CH3:1][C:2]1[NH:3][C:4]2[CH:5]=[CH:6][NH:7][C:8](=[O:31])[C:9]=2[CH:10]([C:19]2[CH:20]=[CH:21][CH:22]=[C:23]3[C:28]=2[O:27][C:26]([CH3:29])=[CH:25][C:24]3=[O:30])[C:11]=1[C:12]([O:14][CH2:15][CH2:16][C:17]#[N:18])=[O:13].C(OCC)(OCC)O[CH2:34][CH3:35], predict the reaction product. The product is: [CH2:34]([O:31][C:8]1[N:7]=[CH:6][CH:5]=[C:4]2[C:9]=1[CH:10]([C:19]1[CH:20]=[CH:21][CH:22]=[C:23]3[C:28]=1[O:27][C:26]([CH3:29])=[CH:25][C:24]3=[O:30])[C:11]([C:12]([O:14][CH2:15][CH2:16][C:17]#[N:18])=[O:13])=[C:2]([CH3:1])[NH:3]2)[CH3:35]. (2) Given the reactants [NH2:1][CH2:2][CH2:3][CH2:4][CH2:5][N:6]1[C:18]2[C:17]3[CH:16]=[CH:15][CH:14]=[CH:13][C:12]=3[N:11]=[C:10]([NH2:19])[C:9]=2[N:8]=[C:7]1[CH3:20].[CH:21]1([C:27](Cl)=[O:28])[CH2:26][CH2:25][CH2:24][CH2:23][CH2:22]1, predict the reaction product. The product is: [NH2:19][C:10]1[C:9]2[N:8]=[C:7]([CH3:20])[N:6]([CH2:5][CH2:4][CH2:3][CH2:2][NH:1][C:27]([CH:21]3[CH2:26][CH2:25][CH2:24][CH2:23][CH2:22]3)=[O:28])[C:18]=2[C:17]2[CH:16]=[CH:15][CH:14]=[CH:13][C:12]=2[N:11]=1. (3) The product is: [CH3:1][C@H:2]1[N:6]2[C:7]3[C:16]4[C:11](=[CH:12][CH:13]=[CH:14][CH:15]=4)[N:10]=[C:9]([NH2:20])[C:8]=3[N:17]=[C:5]2[NH:4][CH2:3]1. Given the reactants [CH3:1][C@H:2]1[N:6]2[C:7]3[C:16]4[C:11](=[CH:12][CH:13]=[CH:14][CH:15]=4)[N:10]=[CH:9][C:8]=3[N:17]=[C:5]2[NH:4][CH2:3]1.Cl.Cl.[NH2:20]C[C@H](N)C.Cl.Cl.NC[C@@H](N)C, predict the reaction product. (4) The product is: [O:25]1[CH:26]=[CH:27][CH:28]=[C:24]1[C:22]1[N:17]=[C:7]2[CH:6]=[CH:5][C:4]3[C:3]([C:2]([F:1])([F:18])[F:19])=[CH:12][C:11]([C:13]([F:16])([F:15])[F:14])=[N:10][C:9]=3[N:8]2[CH:21]=1. Given the reactants [F:1][C:2]([F:19])([F:18])[C:3]1[CH:12]=[C:11]([C:13]([F:16])([F:15])[F:14])[N:10]=[C:9]2[C:4]=1[CH:5]=[CH:6][C:7]([NH2:17])=[N:8]2.Br[CH2:21][C:22]([C:24]1[O:25][CH:26]=[CH:27][CH:28]=1)=O, predict the reaction product. (5) Given the reactants [Cl:1][C:2]1[CH:3]=[CH:4][C:5]([CH3:25])=[C:6]([N:8]2[CH2:13][CH2:12][N:11]([C:14](=[O:24])[C:15]#[C:16][C:17]3[CH:22]=[CH:21][C:20]([F:23])=[CH:19][CH:18]=3)[CH2:10][CH2:9]2)[CH:7]=1.N1C2C(=CC=CC=2)C=CC=1, predict the reaction product. The product is: [Cl:1][C:2]1[CH:3]=[CH:4][C:5]([CH3:25])=[C:6]([N:8]2[CH2:13][CH2:12][N:11]([C:14](=[O:24])/[CH:15]=[CH:16]\[C:17]3[CH:22]=[CH:21][C:20]([F:23])=[CH:19][CH:18]=3)[CH2:10][CH2:9]2)[CH:7]=1. (6) Given the reactants [Br:1][C:2]1[CH:7]=[CH:6][C:5]([C:8]2[O:12][N:11]=[C:10]([CH3:13])[C:9]=2[NH2:14])=[CH:4][CH:3]=1.[C:15]1([C:21]2[CH:25]=[C:24]([C:26](=O)[CH3:27])[O:23][N:22]=2)[CH:20]=[CH:19][CH:18]=[CH:17][CH:16]=1, predict the reaction product. The product is: [Br:1][C:2]1[CH:3]=[CH:4][C:5]([C:8]2[O:12][N:11]=[C:10]([CH3:13])[C:9]=2[NH:14][CH:26]([C:24]2[O:23][N:22]=[C:21]([C:15]3[CH:20]=[CH:19][CH:18]=[CH:17][CH:16]=3)[CH:25]=2)[CH3:27])=[CH:6][CH:7]=1.